The task is: Predict which catalyst facilitates the given reaction.. This data is from Catalyst prediction with 721,799 reactions and 888 catalyst types from USPTO. (1) Reactant: C([O:3][C:4]([C@@:6]1([NH:11][C:12]([C@@H:14]2[CH2:18][C@@H:17]([O:19][C:20]3[C:29]4[C:24](=[CH:25][C:26]([O:30][CH3:31])=[CH:27][CH:28]=4)[N:23]=[C:22]([C:32]4[CH:37]=[CH:36][CH:35]=[CH:34][CH:33]=4)[CH:21]=3)[CH2:16][C@H:15]2[C:38](=[O:53])[NH:39][C@H:40]([C:45](=[O:52])[NH:46][CH:47]2[CH2:51][CH2:50][CH2:49][CH2:48]2)[C:41]([CH3:44])([CH3:43])[CH3:42])=[O:13])[CH2:8][C@H:7]1[CH:9]=[CH2:10])=[O:5])C.[Li+].[OH-]. Product: [CH:47]1([NH:46][C:45]([C@@H:40]([NH:39][C:38]([C@@H:15]2[CH2:16][C@H:17]([O:19][C:20]3[C:29]4[C:24](=[CH:25][C:26]([O:30][CH3:31])=[CH:27][CH:28]=4)[N:23]=[C:22]([C:32]4[CH:37]=[CH:36][CH:35]=[CH:34][CH:33]=4)[CH:21]=3)[CH2:18][C@H:14]2[C:12]([NH:11][C@:6]2([C:4]([OH:5])=[O:3])[CH2:8][C@H:7]2[CH:9]=[CH2:10])=[O:13])=[O:53])[C:41]([CH3:44])([CH3:42])[CH3:43])=[O:52])[CH2:51][CH2:50][CH2:49][CH2:48]1. The catalyst class is: 38. (2) Reactant: [CH2:1]([C@:8]1([OH:32])[CH2:13][CH2:12][N:11]([CH2:14][CH2:15][O:16][C:17]2[CH:22]=[CH:21][C:20]([O:23]CC3C=CC=CC=3)=[CH:19][CH:18]=2)[CH2:10][C@@H:9]1[OH:31])[C:2]1[CH:7]=[CH:6][CH:5]=[CH:4][CH:3]=1. Product: [CH2:1]([C@:8]1([OH:32])[CH2:13][CH2:12][N:11]([CH2:14][CH2:15][O:16][C:17]2[CH:18]=[CH:19][C:20]([OH:23])=[CH:21][CH:22]=2)[CH2:10][C@@H:9]1[OH:31])[C:2]1[CH:7]=[CH:6][CH:5]=[CH:4][CH:3]=1. The catalyst class is: 50. (3) Reactant: Br[CH2:2][C:3]1[CH:4]=[C:5]([C:9]2[CH:10]=[C:11]([CH2:21][CH2:22][NH:23][C:24](=[O:26])[CH3:25])[C:12]3[C:17]([CH:18]=2)=[CH:16][CH:15]=[C:14]([O:19][CH3:20])[CH:13]=3)[CH:6]=[CH:7][CH:8]=1.[I-:27].[Na+]. Product: [I:27][CH2:2][C:3]1[CH:4]=[C:5]([C:9]2[CH:10]=[C:11]([CH2:21][CH2:22][NH:23][C:24](=[O:26])[CH3:25])[C:12]3[C:17]([CH:18]=2)=[CH:16][CH:15]=[C:14]([O:19][CH3:20])[CH:13]=3)[CH:6]=[CH:7][CH:8]=1. The catalyst class is: 21. (4) Reactant: COC1C=C(OC)C=CC=1C[N:6]([C:41]1[S:45][N:44]=[CH:43][N:42]=1)[S:7]([C:10]1[C:39]([F:40])=[CH:38][C:13]2[N:14]([C@@H:18]([C:20]3[CH:25]=[CH:24][CH:23]=[CH:22][C:21]=3[C:26]3([OH:37])[CH2:29][N:28](C(OC(C)(C)C)=O)[CH2:27]3)[CH3:19])[C:15](=[O:17])[O:16][C:12]=2[CH:11]=1)(=[O:9])=[O:8].C(Cl)Cl.C(O)(C(F)(F)F)=O. Product: [F:40][C:39]1[C:10]([S:7]([NH:6][C:41]2[S:45][N:44]=[CH:43][N:42]=2)(=[O:8])=[O:9])=[CH:11][C:12]2[O:16][C:15](=[O:17])[N:14]([C@@H:18]([C:20]3[CH:25]=[CH:24][CH:23]=[CH:22][C:21]=3[C:26]3([OH:37])[CH2:27][NH:28][CH2:29]3)[CH3:19])[C:13]=2[CH:38]=1. The catalyst class is: 5. (5) Reactant: [CH3:1][C:2]1[C:10]2[C:9](=[O:11])[NH:8][C:7]([C:12]([O:14][CH2:15][CH3:16])=[O:13])=[N:6][C:5]=2[S:4][CH:3]=1.[Br:17]N1C(=O)CCC1=O.N(C(C)(C)C#N)=NC(C)(C)C#N. Product: [Br:17][CH2:1][C:2]1[C:10]2[C:9](=[O:11])[NH:8][C:7]([C:12]([O:14][CH2:15][CH3:16])=[O:13])=[N:6][C:5]=2[S:4][CH:3]=1. The catalyst class is: 53.